From a dataset of Full USPTO retrosynthesis dataset with 1.9M reactions from patents (1976-2016). Predict the reactants needed to synthesize the given product. (1) Given the product [ClH:19].[Cl:19][C:13]1[N:14]=[N:15][C:10]([CH:7]2[CH2:8][CH2:9][N:4]([CH:1]([CH3:3])[CH3:2])[CH2:5][CH2:6]2)=[CH:11][CH:12]=1, predict the reactants needed to synthesize it. The reactants are: [CH:1]([N:4]1[CH2:9][CH2:8][CH:7]([C:10]2[CH:11]=[CH:12][C:13](=O)[NH:14][N:15]=2)[CH2:6][CH2:5]1)([CH3:3])[CH3:2].O=P(Cl)(Cl)[Cl:19]. (2) Given the product [CH:1]([NH:4][C:5]([C:7]1[C:15]2[C:10](=[N:11][CH:12]=[C:13]([C:16]3[C:24]4[C:19](=[CH:20][CH:21]=[C:22]([O:25][Si:26]([C:29]([CH3:30])([CH3:32])[CH3:31])([CH3:28])[CH3:27])[CH:23]=4)[N:18]([CH3:33])[N:17]=3)[N:14]=2)[NH:9][CH:8]=1)=[O:6])([CH3:3])[CH3:2], predict the reactants needed to synthesize it. The reactants are: [CH:1]([NH:4][C:5]([C:7]1[C:15]2[C:10](=[N:11][CH:12]=[C:13]([C:16]3[C:24]4[C:19](=[CH:20][CH:21]=[C:22]([O:25][Si:26]([C:29]([CH3:32])([CH3:31])[CH3:30])([CH3:28])[CH3:27])[CH:23]=4)[N:18]([CH3:33])[N:17]=3)[N:14]=2)[N:9](COCC[Si](C)(C)C)[CH:8]=1)=[O:6])([CH3:3])[CH3:2].FC(F)(F)C(O)=O.C(N)CN. (3) Given the product [CH3:66][O:67][C:68](=[O:77])[C:69]1[CH:74]=[CH:73][C:72]([CH2:75][NH:76][C:28]([C@H:9]2[C@H:8]([C:4]3[CH:5]=[CH:6][CH:7]=[C:2]([Cl:1])[C:3]=3[F:31])[C@:12]([C:15]3[CH:20]=[CH:19][C:18]([Cl:21])=[CH:17][C:16]=3[F:22])([C:13]#[N:14])[C@H:11]([CH2:23][C:24]([CH3:27])([CH3:26])[CH3:25])[NH:10]2)=[O:30])=[CH:71][CH:70]=1, predict the reactants needed to synthesize it. The reactants are: [Cl:1][C:2]1[C:3]([F:31])=[C:4]([CH:8]2[C:12]([C:15]3[CH:20]=[CH:19][C:18]([Cl:21])=[CH:17][C:16]=3[F:22])([C:13]#[N:14])[CH:11]([CH2:23][C:24]([CH3:27])([CH3:26])[CH3:25])[NH:10][CH:9]2[C:28]([OH:30])=O)[CH:5]=[CH:6][CH:7]=1.CN(C(ON1N=NC2C=CC=NC1=2)=[N+](C)C)C.F[P-](F)(F)(F)(F)F.CCN(C(C)C)C(C)C.Cl.[CH3:66][O:67][C:68](=[O:77])[C:69]1[CH:74]=[CH:73][C:72]([CH2:75][NH2:76])=[CH:71][CH:70]=1. (4) Given the product [CH2:21]([O:20][CH2:19][C@@H:16]1[O:17][CH2:18][C@@:13]([NH:12][C:10]([NH:9][C:1](=[O:8])[C:2]2[CH:7]=[CH:6][CH:5]=[CH:4][CH:3]=2)=[S:11])([C:30]2[CH:35]=[C:34]([Br:36])[CH:33]=[CH:32][C:31]=2[F:37])[C@H:14]([CH2:28][OH:29])[CH2:15]1)[C:22]1[CH:27]=[CH:26][CH:25]=[CH:24][CH:23]=1, predict the reactants needed to synthesize it. The reactants are: [C:1]([N:9]=[C:10]=[S:11])(=[O:8])[C:2]1[CH:7]=[CH:6][CH:5]=[CH:4][CH:3]=1.[NH2:12][C@@:13]1([C:30]2[CH:35]=[C:34]([Br:36])[CH:33]=[CH:32][C:31]=2[F:37])[CH2:18][O:17][C@@H:16]([CH2:19][O:20][CH2:21][C:22]2[CH:27]=[CH:26][CH:25]=[CH:24][CH:23]=2)[CH2:15][C@H:14]1[CH2:28][OH:29].